From a dataset of Reaction yield outcomes from USPTO patents with 853,638 reactions. Predict the reaction yield, written as a fraction of the theoretical maximum amount of product (1.0 means a 100% yield; for example, 0.34 means a 34% yield). The reactants are [Cl:1][C:2]1[N:3]=[C:4]([C:7]([OH:9])=O)[NH:5][N:6]=1.CN(C(ON1N=N[C:20]2C=CC=N[C:19]1=2)=[N+](C)C)C.F[P-](F)(F)(F)(F)F.CCN(C(C)C)C(C)C.[NH2:43][C@H:44]([CH2:52][C:53]1[CH:58]=[CH:57][C:56]([C:59]2[CH:64]=[CH:63][CH:62]=[CH:61][CH:60]=2)=[CH:55][CH:54]=1)[CH2:45][C@@H:46]([CH2:50][OH:51])[C:47]([OH:49])=[O:48]. The catalyst is CN(C=O)C. The product is [CH2:19]([O:48][C:47](=[O:49])[C@H:46]([CH2:50][OH:51])[CH2:45][C@H:44]([NH:43][C:7]([C:4]1[NH:5][N:6]=[C:2]([Cl:1])[N:3]=1)=[O:9])[CH2:52][C:53]1[CH:54]=[CH:55][C:56]([C:59]2[CH:64]=[CH:63][CH:62]=[CH:61][CH:60]=2)=[CH:57][CH:58]=1)[CH3:20]. The yield is 0.950.